From a dataset of Reaction yield outcomes from USPTO patents with 853,638 reactions. Predict the reaction yield, written as a fraction of the theoretical maximum amount of product (1.0 means a 100% yield; for example, 0.34 means a 34% yield). (1) The reactants are [N:1]1([C:7]2[CH:12]=[CH:11][C:10]([NH:13][C:14]([C:16]3[CH:25]=[C:24]([O:26]COCC[Si](C)(C)C)[C:23]4[C:18](=[C:19]([N:37]5[CH2:43][CH2:42][CH2:41][N:40]([CH3:44])[CH2:39][CH2:38]5)[CH:20]=[C:21]([O:35][CH3:36])[CH:22]=4)[N:17]=3)=[O:15])=[CH:9][CH:8]=2)[CH2:6][CH2:5][O:4][CH2:3][CH2:2]1.Cl.[OH-].[Na+]. The catalyst is CO. The product is [N:1]1([C:7]2[CH:8]=[CH:9][C:10]([NH:13][C:14]([C:16]3[NH:17][C:18]4[C:23]([C:24](=[O:26])[CH:25]=3)=[CH:22][C:21]([O:35][CH3:36])=[CH:20][C:19]=4[N:37]3[CH2:43][CH2:42][CH2:41][N:40]([CH3:44])[CH2:39][CH2:38]3)=[O:15])=[CH:11][CH:12]=2)[CH2:6][CH2:5][O:4][CH2:3][CH2:2]1. The yield is 0.800. (2) The reactants are C[O:2][C:3]1[CH:4]=[C:5]2[C:10](=[CH:11][CH:12]=1)[N:9]=[C:8]([C:13]1[CH:18]=[CH:17][CH:16]=[C:15]([N+:19]([O-:21])=[O:20])[CH:14]=1)[NH:7][C:6]2=[O:22].B(Br)(Br)Br.C([O-])(O)=O.[Na+]. The catalyst is C(Cl)Cl. The product is [OH:2][C:3]1[CH:4]=[C:5]2[C:10](=[CH:11][CH:12]=1)[N:9]=[C:8]([C:13]1[CH:18]=[CH:17][CH:16]=[C:15]([N+:19]([O-:21])=[O:20])[CH:14]=1)[NH:7][C:6]2=[O:22]. The yield is 0.800.